This data is from Reaction yield outcomes from USPTO patents with 853,638 reactions. The task is: Predict the reaction yield, written as a fraction of the theoretical maximum amount of product (1.0 means a 100% yield; for example, 0.34 means a 34% yield). (1) The reactants are C([O:3][C:4](=[O:28])[CH:5]([NH:13][C:14]([C:16]1[CH:21]=[CH:20][C:19]([C:22]2[CH:27]=[CH:26][CH:25]=[CH:24][CH:23]=2)=[CH:18][CH:17]=1)=[O:15])[CH2:6][CH2:7][C:8]([O:10]CC)=[O:9])C.CO.[OH-].[Na+]. The catalyst is C1COCC1. The product is [C:19]1([C:22]2[CH:23]=[CH:24][CH:25]=[CH:26][CH:27]=2)[CH:18]=[CH:17][C:16]([C:14]([NH:13][C@@H:5]([C:4]([OH:28])=[O:3])[CH2:6][CH2:7][C:8]([OH:10])=[O:9])=[O:15])=[CH:21][CH:20]=1. The yield is 0.890. (2) The reactants are COC1C=CC(C[N:8](CC2C=CC(OC)=CC=2)[C:9]2[N:14]=[C:13]([CH3:15])[N:12]=[C:11]([C:16]3[C:17]([NH:33][C:34]4[CH:43]=[C:42]5[C:37]([CH:38]=[CH:39][N:40]=[CH:41]5)=[CH:36][CH:35]=4)=[N:18][CH:19]=[C:20]([CH2:22][N:23]4[CH2:28][CH2:27][N:26]([S:29]([CH3:32])(=[O:31])=[O:30])[CH2:25][CH2:24]4)[CH:21]=3)[N:10]=2)=CC=1.S(O)(C(F)(F)F)(=O)=O.FC(C(O)=O)(F)F. No catalyst specified. The product is [NH2:8][C:9]1[N:14]=[C:13]([CH3:15])[N:12]=[C:11]([C:16]2[C:17]([NH:33][C:34]3[CH:43]=[C:42]4[C:37]([CH:38]=[CH:39][N:40]=[CH:41]4)=[CH:36][CH:35]=3)=[N:18][CH:19]=[C:20]([CH2:22][N:23]3[CH2:24][CH2:25][N:26]([S:29]([CH3:32])(=[O:31])=[O:30])[CH2:27][CH2:28]3)[CH:21]=2)[N:10]=1. The yield is 0.980. (3) The product is [CH2:13]([O:12][C:10]([NH:1][CH2:2][CH2:3][C:4]([OH:6])=[O:5])=[O:11])[CH2:14][CH2:15][CH3:16]. The yield is 0.680. The reactants are [NH2:1][CH2:2][CH2:3][C:4]([OH:6])=[O:5].[OH-].[Na+].Cl[C:10]([O:12][CH2:13][CH2:14][CH2:15][CH3:16])=[O:11].Cl. The catalyst is CCC(C)C. (4) The reactants are [CH2:1]([NH2:8])[C:2]1[CH:7]=[CH:6][CH:5]=[CH:4][CH:3]=1.[C-:9]#[N:10].[K+].S(=O)(O)[O-].[Na+].[C:17]1([CH:22]=[O:23])([CH:20]=O)[CH2:19][CH2:18]1.C(=O)(O)[O-].[Na+]. The catalyst is C(O)C.O.C(OCC)(=O)C.CCCCCC. The product is [CH2:1]([NH:8][CH:20]([C:17]1([CH:22]=[O:23])[CH2:19][CH2:18]1)[C:9]#[N:10])[C:2]1[CH:7]=[CH:6][CH:5]=[CH:4][CH:3]=1. The yield is 0.508. (5) The yield is 0.710. The catalyst is C1COCC1. The reactants are [Cl:1][C:2]1[N:6]([CH3:7])[N:5]=[CH:4][C:3]=1[C:8](Cl)=[O:9].[NH2:11][C:12]1[CH:13]=[C:14]([CH:27]=[CH:28][CH:29]=1)[C:15]([C:17]1[CH:25]=[C:24]2[C:20]([CH2:21][C:22](=[O:26])[NH:23]2)=[CH:19][CH:18]=1)=[O:16]. The product is [O:26]=[C:22]1[CH2:21][C:20]2[C:24](=[CH:25][C:17]([C:15]([C:14]3[CH:13]=[C:12]([NH:11][C:8]([C:3]4[CH:4]=[N:5][N:6]([CH3:7])[C:2]=4[Cl:1])=[O:9])[CH:29]=[CH:28][CH:27]=3)=[O:16])=[CH:18][CH:19]=2)[NH:23]1. (6) The reactants are Cl[C:2]1[N:7]=[C:6]([Cl:8])[N:5]=[C:4]([O:9][CH2:10][C:11]([NH:13][C:14]2[CH:19]=[CH:18][CH:17]=[C:16]([C:20]([F:23])([F:22])[F:21])[CH:15]=2)=[O:12])[N:3]=1.C1COCC1.[NH3:29]. The catalyst is CCOC(C)=O. The product is [NH2:29][C:2]1[N:7]=[C:6]([Cl:8])[N:5]=[C:4]([O:9][CH2:10][C:11]([NH:13][C:14]2[CH:19]=[CH:18][CH:17]=[C:16]([C:20]([F:23])([F:22])[F:21])[CH:15]=2)=[O:12])[N:3]=1. The yield is 0.250. (7) The reactants are Cl[CH2:2][C:3]1[CH:13]=[CH:12][C:6]2[O:7][C:8]([F:11])([F:10])[O:9][C:5]=2[CH:4]=1.[C-:14]#[N:15].[Na+].O.C(OC)(C)(C)C. The catalyst is CS(C)=O. The product is [F:10][C:8]1([F:11])[O:7][C:6]2[CH:12]=[CH:13][C:3]([CH2:2][C:14]#[N:15])=[CH:4][C:5]=2[O:9]1. The yield is 0.950. (8) The reactants are [CH:1]1([NH2:8])[CH2:6][CH2:5][CH2:4][CH:3]([NH2:7])[CH2:2]1.[C:9](O[C:9]([O:11][C:12]([CH3:15])([CH3:14])[CH3:13])=[O:10])([O:11][C:12]([CH3:15])([CH3:14])[CH3:13])=[O:10]. The catalyst is C(Cl)(Cl)Cl. The product is [C:12]([O:11][C:9]([NH:7][CH:3]1[CH2:4][CH2:5][CH2:6][CH:1]([NH2:8])[CH2:2]1)=[O:10])([CH3:15])([CH3:14])[CH3:13]. The yield is 0.350. (9) The reactants are [CH2:1]([N:5]1[C:14]2[C:9](=[CH:10][CH:11]=[CH:12][N:13]=2)[C:8](Cl)=[C:7]([C:16]2[NH:21][C:20]3[CH:22]=[CH:23][CH:24]=[CH:25][C:19]=3[S:18](=[O:27])(=[O:26])[N:17]=2)[C:6]1=[O:28])[CH2:2][CH2:3][CH3:4].[NH3:29]. The catalyst is CO. The product is [NH2:29][C:8]1[C:9]2[C:14](=[N:13][CH:12]=[CH:11][CH:10]=2)[N:5]([CH2:1][CH2:2][CH2:3][CH3:4])[C:6](=[O:28])[C:7]=1[C:16]1[NH:21][C:20]2[CH:22]=[CH:23][CH:24]=[CH:25][C:19]=2[S:18](=[O:26])(=[O:27])[N:17]=1. The yield is 0.200. (10) The reactants are O[CH:2]=[C:3]1[C:11](=O)[C:10]2[N:9]([CH3:13])[N:8]=[C:7]([C:14]([O:16][CH2:17][CH3:18])=[O:15])[C:6]=2[CH2:5][C:4]1([CH3:20])[CH3:19].[Cl:21][C:22]1[CH:23]=[C:24]([NH:35][C:36]([NH2:38])=[NH:37])[CH:25]=[CH:26][C:27]=1[N:28]1[CH2:33][CH2:32][N:31]([CH3:34])[CH2:30][CH2:29]1. The catalyst is CN(C)C=O.[Cl-].[Na+].O. The product is [Cl:21][C:22]1[CH:23]=[C:24]([NH:35][C:36]2[N:38]=[CH:2][C:3]3[C:4]([CH3:20])([CH3:19])[CH2:5][C:6]4[C:7]([C:14]([O:16][CH2:17][CH3:18])=[O:15])=[N:8][N:9]([CH3:13])[C:10]=4[C:11]=3[N:37]=2)[CH:25]=[CH:26][C:27]=1[N:28]1[CH2:33][CH2:32][N:31]([CH3:34])[CH2:30][CH2:29]1. The yield is 0.330.